This data is from Reaction yield outcomes from USPTO patents with 853,638 reactions. The task is: Predict the reaction yield, written as a fraction of the theoretical maximum amount of product (1.0 means a 100% yield; for example, 0.34 means a 34% yield). The reactants are Cl[C:2]1[N:6]2[CH:7]=[C:8]([F:11])[CH:9]=[CH:10][C:5]2=[N:4][N:3]=1.[OH:12][CH2:13][C@H:14]1[CH2:18][CH2:17][CH2:16][NH:15]1.N. The catalyst is CN1C(=O)CCC1.CO.C(Cl)Cl. The product is [F:11][C:8]1[CH:9]=[CH:10][C:5]2[N:6]([C:2]([N:15]3[CH2:16][CH2:17][CH2:18][C@@H:14]3[CH2:13][OH:12])=[N:3][N:4]=2)[CH:7]=1. The yield is 0.530.